From a dataset of Forward reaction prediction with 1.9M reactions from USPTO patents (1976-2016). Predict the product of the given reaction. (1) Given the reactants [Cl:1][C:2]1[CH:3]=[C:4]([CH:25]=[CH:26][C:27]=1[F:28])[NH:5][C:6]1[C:15]2[C:10](=[CH:11][C:12]([O:23][CH3:24])=[CH:13][C:14]=2[O:16][CH:17]2[CH2:22][CH2:21][NH:20][CH2:19][CH2:18]2)[N:9]=[CH:8][N:7]=1.Br[CH2:30][C:31]([NH2:33])=[O:32], predict the reaction product. The product is: [Cl:1][C:2]1[CH:3]=[C:4]([CH:25]=[CH:26][C:27]=1[F:28])[NH:5][C:6]1[C:15]2[C:10](=[CH:11][C:12]([O:23][CH3:24])=[CH:13][C:14]=2[O:16][CH:17]2[CH2:18][CH2:19][N:20]([CH2:30][C:31]([NH2:33])=[O:32])[CH2:21][CH2:22]2)[N:9]=[CH:8][N:7]=1. (2) Given the reactants C(Cl)(=O)C(Cl)=O.[CH3:7][CH:8]1[CH2:12][CH2:11][CH:10]([CH3:13])[N:9]1[C:14]1[CH:22]=[CH:21][C:17]([C:18]([OH:20])=O)=[CH:16][C:15]=1[N+:23]([O-:25])=[O:24].O[N:27]=[C:28]([C:30]1[CH:35]=[CH:34][CH:33]=[CH:32][C:31]=1[O:36][CH3:37])[NH2:29].CCN(C(C)C)C(C)C, predict the reaction product. The product is: [CH3:13][CH:10]1[CH2:11][CH2:12][CH:8]([CH3:7])[N:9]1[C:14]1[CH:22]=[CH:21][C:17]([C:18]2[O:20][N:29]=[C:28]([C:30]3[CH:35]=[CH:34][CH:33]=[CH:32][C:31]=3[O:36][CH3:37])[N:27]=2)=[CH:16][C:15]=1[N+:23]([O-:25])=[O:24]. (3) Given the reactants [CH2:1]([N:8]1[C:12](=O)[C@H:11]([OH:14])[C@@H:10]([OH:15])[C:9]1=O)[C:2]1[CH:7]=[CH:6][CH:5]=[CH:4][CH:3]=1.CO, predict the reaction product. The product is: [CH2:1]([N:8]1[CH2:12][C@H:11]([OH:14])[C@@H:10]([OH:15])[CH2:9]1)[C:2]1[CH:3]=[CH:4][CH:5]=[CH:6][CH:7]=1.